From a dataset of Forward reaction prediction with 1.9M reactions from USPTO patents (1976-2016). Predict the product of the given reaction. (1) Given the reactants [C:1]([O:5]C)(=O)[CH2:2][OH:3].[NH2:7][C:8]1[S:9][CH:10]=[C:11]([CH3:13])[N:12]=1, predict the reaction product. The product is: [OH:3][CH2:2][C:1]([NH:7][C:8]1[S:9][CH:10]=[C:11]([CH3:13])[N:12]=1)=[O:5]. (2) Given the reactants [CH3:1][O:2][C:3]1[CH:4]=[C:5](B(O)O)[CH:6]=[CH:7][CH:8]=1.[CH3:12][CH2:13]/[CH:14]=[C:15](/[CH:17]=[O:18])\[CH3:16].CO.[OH-].[K+], predict the reaction product. The product is: [CH3:1][O:2][C:3]1[CH:4]=[C:5]([C@H:14]([CH2:13][CH3:12])[C@@H:15]([CH3:16])[CH:17]=[O:18])[CH:6]=[CH:7][CH:8]=1. (3) Given the reactants [CH2:1]([O:3][C:4]([N:6]1[C:10]2=[N:11][CH:12]=[C:13]([Br:15])[CH:14]=[C:9]2[CH2:8][C:7]1=[O:16])=[O:5])[CH3:2].CCN(C(C)C)C(C)C.[O:26](S(C(F)(F)F)(=O)=O)[S:27]([C:30]([F:33])([F:32])[F:31])(=O)=[O:28], predict the reaction product. The product is: [CH2:1]([O:3][C:4]([N:6]1[C:10]2=[N:11][CH:12]=[C:13]([Br:15])[CH:14]=[C:9]2[CH:8]=[C:7]1[O:16][S:27]([C:30]([F:33])([F:32])[F:31])(=[O:28])=[O:26])=[O:5])[CH3:2]. (4) Given the reactants Br[C:2]1[CH:7]=[CH:6][C:5]([Br:8])=[CH:4][CH:3]=1.C([Li])CCC.[CH:14](=[O:23])[C:15]1[CH:20]=[CH:19][C:18]([O:21][CH3:22])=[CH:17][CH:16]=1, predict the reaction product. The product is: [Br:8][C:5]1[CH:6]=[CH:7][C:2]([CH:14]([C:15]2[CH:20]=[CH:19][C:18]([O:21][CH3:22])=[CH:17][CH:16]=2)[OH:23])=[CH:3][CH:4]=1. (5) Given the reactants [CH3:1][S:2]([C:5]1[CH:6]=[C:7]([CH:29]=[CH:30][CH:31]=1)[CH2:8][C:9]1[S:13][C:12]([NH:14][C:15](=[O:17])[CH3:16])=[N:11][C:10]=1/[CH:18]=[CH:19]\[C:20]1[CH:25]=[CH:24][C:23]([N+:26]([O-])=O)=[CH:22][CH:21]=1)(=[O:4])=[O:3].CO.C1COCC1, predict the reaction product. The product is: [NH2:26][C:23]1[CH:22]=[CH:21][C:20]([CH2:19][CH2:18][C:10]2[N:11]=[C:12]([NH:14][C:15](=[O:17])[CH3:16])[S:13][C:9]=2[CH2:8][C:7]2[CH:29]=[CH:30][CH:31]=[C:5]([S:2]([CH3:1])(=[O:4])=[O:3])[CH:6]=2)=[CH:25][CH:24]=1. (6) Given the reactants Cl.[NH2:2][CH2:3][C:4]1[C:9]([CH2:10][CH3:11])=[N:8][C:7]2[N:12]([CH2:15][CH3:16])[N:13]=[CH:14][C:6]=2[C:5]=1[NH:17][CH:18]1[CH2:23][CH2:22][O:21][CH2:20][CH2:19]1.[CH2:24]([O:26][C:27](=[O:32])[CH2:28][C:29](O)=[O:30])[CH3:25].CN(C(ON1N=NC2C=CC=CC1=2)=[N+](C)C)C.F[P-](F)(F)(F)(F)F.CCN(CC)CC, predict the reaction product. The product is: [CH2:15]([N:12]1[C:7]2=[N:8][C:9]([CH2:10][CH3:11])=[C:4]([CH2:3][NH:2][C:29](=[O:30])[CH2:28][C:27]([O:26][CH2:24][CH3:25])=[O:32])[C:5]([NH:17][CH:18]3[CH2:19][CH2:20][O:21][CH2:22][CH2:23]3)=[C:6]2[CH:14]=[N:13]1)[CH3:16]. (7) Given the reactants [CH2:1]([O:8][C:9]1[CH:14]=[C:13]([O:15]COC)[CH:12]=[CH:11][C:10]=1/[CH:19]=[CH:20]/[C:21]([O:23][CH2:24][CH3:25])=[O:22])[C:2]1[CH:7]=[CH:6][CH:5]=[CH:4][CH:3]=1.Cl.[OH-].[Na+], predict the reaction product. The product is: [CH2:1]([O:8][C:9]1[CH:14]=[C:13]([OH:15])[CH:12]=[CH:11][C:10]=1/[CH:19]=[CH:20]/[C:21]([O:23][CH2:24][CH3:25])=[O:22])[C:2]1[CH:3]=[CH:4][CH:5]=[CH:6][CH:7]=1. (8) Given the reactants [OH:1][C:2]1[CH:11]=[C:10]2[C:5]([CH2:6][C:7]([CH3:14])([CH3:13])[CH2:8][C:9]2=[O:12])=[CH:4][CH:3]=1.C1(P(C2C=CC=CC=2)C2C=CC=CC=2)C=CC=CC=1.N(C(OC(C)C)=O)=NC(OC(C)C)=O.O[C@@H:49]1[CH2:53][CH2:52][O:51][CH2:50]1.Cl, predict the reaction product. The product is: [CH3:13][C:7]1([CH3:14])[CH2:6][C:5]2[C:10](=[CH:11][C:2]([O:1][C@H:49]3[CH2:53][CH2:52][O:51][CH2:50]3)=[CH:3][CH:4]=2)[C:9](=[O:12])[CH2:8]1. (9) Given the reactants Cl.[CH:2]([NH2:5])([CH3:4])[CH3:3].C(N(CC)CC)C.[CH:13]([C:17]1[C:18](Cl)=[N:19][C:20]([N:27]2[CH:31]=[CH:30][CH:29]=[N:28]2)=[N:21][C:22]=1[C:23]([F:26])([F:25])[F:24])([CH2:15][CH3:16])[CH3:14].C([O-])(=O)C.[Na+].[H][H], predict the reaction product. The product is: [CH:13]([C:17]1[C:18]([NH:5][CH:2]([CH3:4])[CH3:3])=[N:19][C:20]([N:27]2[CH:31]=[CH:30][CH:29]=[N:28]2)=[N:21][C:22]=1[C:23]([F:26])([F:25])[F:24])([CH2:15][CH3:16])[CH3:14].